From a dataset of Catalyst prediction with 721,799 reactions and 888 catalyst types from USPTO. Predict which catalyst facilitates the given reaction. (1) Reactant: [CH:1]([C@H:4]1[C:29](=[O:30])[N:28]2[CH2:31][C@@H:25]([CH2:26][C@H:27]2[C:32]([O:34][CH2:35][CH2:36][Si:37]([CH3:40])([CH3:39])[CH3:38])=[O:33])[O:24][C:23](=[O:41])[C:15]2=[CH:16][C:17]3[CH:18]=[CH:19][CH:20]=[CH:21][C:22]=3[N:14]2[CH2:13][CH:12]=[CH:11][CH2:10][CH2:9][CH2:8][O:7][C:6](=[O:42])[NH:5]1)([CH3:3])[CH3:2]. Product: [CH:1]([C@H:4]1[C:29](=[O:30])[N:28]2[CH2:31][C@@H:25]([CH2:26][C@H:27]2[C:32]([O:34][CH2:35][CH2:36][Si:37]([CH3:38])([CH3:40])[CH3:39])=[O:33])[O:24][C:23](=[O:41])[C:15]2=[CH:16][C:17]3[CH:18]=[CH:19][CH:20]=[CH:21][C:22]=3[N:14]2[CH2:13][CH2:12][CH2:11][CH2:10][CH2:9][CH2:8][O:7][C:6](=[O:42])[NH:5]1)([CH3:3])[CH3:2]. The catalyst class is: 99. (2) Reactant: [F:1][C:2]1[CH:7]=[CH:6][C:5]([C:8]2[C:13]3[NH:14][C:15](=[O:22])[N:16]([CH2:17][C:18]([OH:21])([CH3:20])[CH3:19])[C:12]=3[CH:11]=[C:10]([C:23](O)=[O:24])[CH:9]=2)=[CH:4][CH:3]=1.Cl.[CH3:27][C:28]1[N:32]=[C:31]([C@H:33]([NH2:35])[CH3:34])[O:30][N:29]=1.ON1C2N=CC=CC=2N=N1.C(N=C=NCCCN(C)C)C.C(N(CC)CC)C. Product: [F:1][C:2]1[CH:3]=[CH:4][C:5]([C:8]2[C:13]3[NH:14][C:15](=[O:22])[N:16]([CH2:17][C:18]([OH:21])([CH3:20])[CH3:19])[C:12]=3[CH:11]=[C:10]([C:23]([NH:35][C@@H:33]([C:31]3[O:30][N:29]=[C:28]([CH3:27])[N:32]=3)[CH3:34])=[O:24])[CH:9]=2)=[CH:6][CH:7]=1. The catalyst class is: 9. (3) Reactant: [Br:1][C:2]1[CH:3]=[CH:4][C:5]([Cl:12])=[C:6]([CH:11]=1)[O:7][CH2:8][CH:9]=O. Product: [Br:1][C:2]1[C:11]2[CH:9]=[CH:8][O:7][C:6]=2[C:5]([Cl:12])=[CH:4][CH:3]=1. The catalyst class is: 48. (4) Reactant: C([Si]([C:8]#[C:9][C:10]1[CH:15]=[CH:14][CH:13]=[CH:12][C:11]=1[CH:16]([CH3:20])[C:17]([NH2:19])=[O:18])(CC)CC)C.[F-].C([N+](CCCC)(CCCC)CCCC)CCC.C([O-])(O)=O.[Na+]. Product: [C:9]([C:10]1[CH:15]=[CH:14][CH:13]=[CH:12][C:11]=1[CH:16]([CH3:20])[C:17]([NH2:19])=[O:18])#[CH:8]. The catalyst class is: 1. (5) Reactant: [CH3:1][O:2][C:3]1[CH:4]=[C:5]2[C:10](=[CH:11][C:12]=1[O:13][CH3:14])[N:9]=[CH:8][CH:7]=[C:6]2[O:15][C:16]1[CH:22]=[CH:21][C:19]([NH2:20])=[C:18]([CH3:23])[C:17]=1[CH3:24].C1(C)C=CC=CC=1.C(N(CC)CC)C.Cl[C:40](Cl)([O:42]C(=O)OC(Cl)(Cl)Cl)Cl.[CH3:51][O:52][C:53]1[CH:61]=[CH:60][C:56]([CH:57]([OH:59])[CH3:58])=[CH:55][CH:54]=1. Product: [CH3:1][O:2][C:3]1[CH:4]=[C:5]2[C:10](=[CH:11][C:12]=1[O:13][CH3:14])[N:9]=[CH:8][CH:7]=[C:6]2[O:15][C:16]1[CH:22]=[CH:21][C:19]([NH:20][C:40](=[O:42])[O:59][CH:57]([C:56]2[CH:60]=[CH:61][C:53]([O:52][CH3:51])=[CH:54][CH:55]=2)[CH3:58])=[C:18]([CH3:23])[C:17]=1[CH3:24]. The catalyst class is: 2. (6) Reactant: [CH2:1]([O:8][CH2:9][N:10]1[C:18]2[C:17]([NH2:19])=[N:16][C:15]([CH2:20][CH2:21][CH2:22][CH3:23])=[N:14][C:13]=2[C:12]([C:24]#[C:25][CH2:26][CH2:27][CH2:28][CH2:29]Cl)=[CH:11]1)[C:2]1[CH:7]=[CH:6][CH:5]=[CH:4][CH:3]=1.Cl.[F:32][CH:33]1[CH2:38][CH2:37][NH:36][CH2:35][CH2:34]1.C(N(CC)CC)C. Product: [CH2:1]([O:8][CH2:9][N:10]1[C:18]2[C:17]([NH2:19])=[N:16][C:15]([CH2:20][CH2:21][CH2:22][CH3:23])=[N:14][C:13]=2[C:12]([C:24]#[C:25][CH2:26][CH2:27][CH2:28][CH2:29][N:36]2[CH2:37][CH2:38][CH:33]([F:32])[CH2:34][CH2:35]2)=[CH:11]1)[C:2]1[CH:7]=[CH:6][CH:5]=[CH:4][CH:3]=1. The catalyst class is: 10. (7) Reactant: [CH3:1][C:2]1[C:6]([C:7]2[CH:12]=[CH:11][C:10]([CH3:13])=[CH:9][CH:8]=2)=[C:5]([NH2:14])[NH:4][N:3]=1.[F:15][C:16]1[CH:17]=[C:18]([C:22](=O)[CH2:23][C:24](OCC)=[O:25])[CH:19]=[CH:20][CH:21]=1. Product: [CH3:13][C:10]1[CH:11]=[CH:12][C:7]([C:6]2[C:2]([CH3:1])=[N:3][N:4]3[C:22]([C:18]4[CH:19]=[CH:20][CH:21]=[C:16]([F:15])[CH:17]=4)=[CH:23][C:24](=[O:25])[NH:14][C:5]=23)=[CH:8][CH:9]=1. The catalyst class is: 17. (8) Reactant: [CH3:1][C:2]1[CH:7]=[CH:6][C:5]([S:8]([N:11]2[CH:15]=[CH:14][CH:13]=[N:12]2)(=[O:10])=[O:9])=[CH:4][CH:3]=1.C([Li])(C)(C)C.CCCCC.[I:26]I.[Cl-].[NH4+]. Product: [I:26][C:15]1[N:11]([S:8]([C:5]2[CH:6]=[CH:7][C:2]([CH3:1])=[CH:3][CH:4]=2)(=[O:10])=[O:9])[N:12]=[CH:13][CH:14]=1. The catalyst class is: 1. (9) Reactant: [Br:1][C:2]1[CH:3]=[C:4]([CH2:10][C:11](=O)[CH2:12][CH3:13])[CH:5]=[CH:6][C:7]=1[O:8][CH3:9].C([O-])(=O)C.[NH4+].[BH3-]C#[N:22].[Na+]. Product: [Br:1][C:2]1[CH:3]=[C:4]([CH2:10][CH:11]([NH2:22])[CH2:12][CH3:13])[CH:5]=[CH:6][C:7]=1[O:8][CH3:9]. The catalyst class is: 5.